From a dataset of Catalyst prediction with 721,799 reactions and 888 catalyst types from USPTO. Predict which catalyst facilitates the given reaction. (1) Reactant: [C:1]([O:5][C:6]([N:8]1[CH2:12][C@H:11]([CH2:13][NH:14][CH:15]([CH3:17])[CH3:16])[C@@H:10]([CH2:18][C:19]2[CH:24]=[CH:23][CH:22]=[CH:21][CH:20]=2)[CH2:9]1)=[O:7])([CH3:4])([CH3:3])[CH3:2].[CH3:25][O:26][C:27]1[CH:34]=[CH:33][C:30]([CH:31]=O)=[CH:29][C:28]=1[O:35][CH2:36][CH2:37][CH2:38][O:39][CH3:40].C(O[BH-](OC(=O)C)OC(=O)C)(=O)C.[Na+].C([O-])(O)=O.[Na+]. Product: [C:1]([O:5][C:6]([N:8]1[CH2:12][C@H:11]([CH2:13][N:14]([CH:15]([CH3:16])[CH3:17])[CH2:31][C:30]2[CH:33]=[CH:34][C:27]([O:26][CH3:25])=[C:28]([O:35][CH2:36][CH2:37][CH2:38][O:39][CH3:40])[CH:29]=2)[C@@H:10]([CH2:18][C:19]2[CH:20]=[CH:21][CH:22]=[CH:23][CH:24]=2)[CH2:9]1)=[O:7])([CH3:3])([CH3:4])[CH3:2]. The catalyst class is: 26. (2) Reactant: Cl[C:2]1[CH:7]=[CH:6][N:5]=[C:4]([CH2:8][OH:9])[CH:3]=1.C(N(CC)CC)C.Cl.[CH2:18]([O:20][C:21]([NH:23][C:24]1([CH2:30][N:31]2[CH2:36][CH2:35][N:34]([S:37]([C:40]3[CH:45]=[CH:44][C:43]([CH:46]=[CH2:47])=[CH:42][CH:41]=3)(=[O:39])=[O:38])[CH2:33][C:32]2=[O:48])[CH2:29][CH2:28][NH:27][CH2:26][CH2:25]1)=[O:22])[CH3:19]. Product: [CH2:18]([O:20][C:21]([NH:23][C:24]1([CH2:30][N:31]2[CH2:36][CH2:35][N:34]([S:37]([C:40]3[CH:41]=[CH:42][C:43]([CH:46]=[CH2:47])=[CH:44][CH:45]=3)(=[O:38])=[O:39])[CH2:33][C:32]2=[O:48])[CH2:25][CH2:26][N:27]([C:2]2[CH:7]=[CH:6][N:5]=[C:4]([CH2:8][OH:9])[CH:3]=2)[CH2:28][CH2:29]1)=[O:22])[CH3:19]. The catalyst class is: 8. (3) Reactant: [F:1][C:2]1[CH:28]=[CH:27][C:5]([O:6][C:7]2[CH:12]=[CH:11][C:10]([S:13]([NH:16][CH2:17][CH2:18][C:19]3[CH:24]=[CH:23][CH:22]=[CH:21][C:20]=3[O:25]C)(=[O:15])=[O:14])=[CH:9][CH:8]=2)=[CH:4][CH:3]=1.B(Br)(Br)Br.O. Product: [F:1][C:2]1[CH:28]=[CH:27][C:5]([O:6][C:7]2[CH:12]=[CH:11][C:10]([S:13]([NH:16][CH2:17][CH2:18][C:19]3[CH:24]=[CH:23][CH:22]=[CH:21][C:20]=3[OH:25])(=[O:15])=[O:14])=[CH:9][CH:8]=2)=[CH:4][CH:3]=1. The catalyst class is: 4. (4) Reactant: [CH:1]([C:3]1[NH:7][C:6]([CH3:8])=[C:5]([C:9]([OH:11])=[O:10])[C:4]=1[CH3:12])=O.[F:13][C:14]1[CH:15]=[C:16]2[C:20](=[CH:21][CH:22]=1)[NH:19][C:18](=[O:23])[CH2:17]2.C(O)C.N1CCCC1. Product: [F:13][C:14]1[CH:15]=[C:16]2[C:20](=[CH:21][CH:22]=1)[NH:19][C:18](=[O:23])/[C:17]/2=[CH:1]\[C:3]1[NH:7][C:6]([CH3:8])=[C:5]([C:9]([OH:11])=[O:10])[C:4]=1[CH3:12]. The catalyst class is: 15.